From a dataset of Full USPTO retrosynthesis dataset with 1.9M reactions from patents (1976-2016). Predict the reactants needed to synthesize the given product. (1) Given the product [C:29]([O:33][C:34](=[O:35])[NH:7][C:2]1([CH2:5][OH:6])[CH2:3][O:4][C:12]([CH3:14])([CH3:13])[O:8][CH2:1]1)([CH3:32])([CH3:31])[CH3:30], predict the reactants needed to synthesize it. The reactants are: [CH2:1]([OH:8])[C:2]([NH2:7])([CH2:5][OH:6])[CH2:3][OH:4].Cl.CO[C:12](OC)([CH3:14])[CH3:13].O.C1(C)C=CC(S(O)(=O)=O)=CC=1.[C:29]([O:33][C:34](O[C:34]([O:33][C:29]([CH3:32])([CH3:31])[CH3:30])=[O:35])=[O:35])([CH3:32])([CH3:31])[CH3:30]. (2) Given the product [CH2:21]([O:20][C:18](=[O:19])[C@@H:17]([O:16][CH2:14][CH3:15])[CH2:23][C:24]1[CH:25]=[CH:26][C:27]([O:30][CH2:62]/[CH:61]=[C:60](/[C:57]2[CH:56]=[CH:55][C:54]([C:51]3[CH:52]=[CH:53][C:48](/[C:46](/[CH3:47])=[CH:45]/[CH2:44][O:43][C:40]4[CH:39]=[CH:38][C:37]([CH2:36][C@H:35]([O:65][CH2:66][CH3:67])[C:34]([O:33][CH2:31][CH3:32])=[O:68])=[CH:42][CH:41]=4)=[CH:49][CH:50]=3)=[CH:59][CH:58]=2)\[CH3:64])=[CH:28][CH:29]=1)[CH3:22], predict the reactants needed to synthesize it. The reactants are: C(P(CCCC)CCCC)CCC.[CH2:14]([O:16][C@@H:17]([CH2:23][C:24]1[CH:29]=[CH:28][C:27]([OH:30])=[CH:26][CH:25]=1)[C:18]([O:20][CH2:21][CH3:22])=[O:19])[CH3:15].[CH2:31]([O:33][C:34](=[O:68])[C@@H:35]([O:65][CH2:66][CH3:67])[CH2:36][C:37]1[CH:42]=[CH:41][C:40]([O:43][CH2:44]/[CH:45]=[C:46](/[C:48]2[CH:53]=[CH:52][C:51]([C:54]3[CH:59]=[CH:58][C:57](/[C:60](/[CH3:64])=[CH:61]/[CH2:62]O)=[CH:56][CH:55]=3)=[CH:50][CH:49]=2)\[CH3:47])=[CH:39][CH:38]=1)[CH3:32]. (3) Given the product [N:12]([CH2:2][CH2:3][P:4](=[O:11])([O:8][CH2:9][CH3:10])[O:5][CH2:6][CH3:7])=[N+:13]=[N-:14], predict the reactants needed to synthesize it. The reactants are: Br[CH2:2][CH2:3][P:4](=[O:11])([O:8][CH2:9][CH3:10])[O:5][CH2:6][CH3:7].[N-:12]=[N+:13]=[N-:14].[Na+]. (4) Given the product [C:3]([O:7][C:8](=[O:20])[CH2:9][C@H:10]1[CH2:11][CH2:12][C@H:13]([C:16]([OH:18])=[O:17])[CH2:14][CH2:15]1)([CH3:6])([CH3:4])[CH3:5], predict the reactants needed to synthesize it. The reactants are: [OH-].[K+].[C:3]([O:7][C:8](=[O:20])[CH2:9][C@H:10]1[CH2:15][CH2:14][C@H:13]([C:16]([O:18]C)=[O:17])[CH2:12][CH2:11]1)([CH3:6])([CH3:5])[CH3:4].Cl.